This data is from Full USPTO retrosynthesis dataset with 1.9M reactions from patents (1976-2016). The task is: Predict the reactants needed to synthesize the given product. (1) Given the product [C:19]([C:18]1[C:12]2[C:13](=[N:14][CH:15]=[C:10]([NH:9][C:6]3[CH:5]=[CH:4][C:3]([CH:2]=[O:1])=[N:8][CH:7]=3)[N:11]=2)[N:16]([CH2:25][O:26][CH2:27][CH2:28][Si:29]([CH3:30])([CH3:32])[CH3:31])[CH:17]=1)(=[O:24])[C:20]([CH3:23])([CH3:22])[CH3:21], predict the reactants needed to synthesize it. The reactants are: [OH:1][CH2:2][C:3]1[N:8]=[CH:7][C:6]([NH:9][C:10]2[N:11]=[C:12]3[C:18]([C:19](=[O:24])[C:20]([CH3:23])([CH3:22])[CH3:21])=[CH:17][N:16]([CH2:25][O:26][CH2:27][CH2:28][Si:29]([CH3:32])([CH3:31])[CH3:30])[C:13]3=[N:14][CH:15]=2)=[CH:5][CH:4]=1.CC(OI1(OC(C)=O)(OC(C)=O)OC(=O)C2C=CC=CC1=2)=O. (2) Given the product [F:20][C:15]1[CH:14]=[C:13]([CH:18]=[C:17]([F:19])[CH:16]=1)[C:11]([C:8]1[CH:9]=[C:10]2[C:5](=[CH:6][CH:7]=1)[NH:4][N:3]=[C:2]2[NH:1][C:23](=[O:24])[C:22]([F:33])([F:32])[F:21])=[O:12], predict the reactants needed to synthesize it. The reactants are: [NH2:1][C:2]1[C:10]2[C:5](=[CH:6][CH:7]=[C:8]([C:11]([C:13]3[CH:18]=[C:17]([F:19])[CH:16]=[C:15]([F:20])[CH:14]=3)=[O:12])[CH:9]=2)[NH:4][N:3]=1.[F:21][C:22]([F:33])([F:32])[C:23](O[C:23](=[O:24])[C:22]([F:33])([F:32])[F:21])=[O:24]. (3) The reactants are: [CH:1]([N:4]1[CH2:9][CH2:8][CH:7]([O:10][C:11]2[CH:12]=[C:13]3[C:18](=[CH:19][CH:20]=2)[N:17]=[C:16]([C:21]([OH:23])=O)[CH:15]=[CH:14]3)[CH2:6][CH2:5]1)([CH3:3])[CH3:2].Cl.[CH2:25]([NH2:29])[CH:26]([CH3:28])[CH3:27].C(N1C=CN=C1)(N1C=CN=C1)=O. Given the product [CH2:25]([NH:29][C:21]([C:16]1[CH:15]=[CH:14][C:13]2[C:18](=[CH:19][CH:20]=[C:11]([O:10][CH:7]3[CH2:8][CH2:9][N:4]([CH:1]([CH3:2])[CH3:3])[CH2:5][CH2:6]3)[CH:12]=2)[N:17]=1)=[O:23])[CH:26]([CH3:28])[CH3:27], predict the reactants needed to synthesize it.